From a dataset of CYP3A4 inhibition data for predicting drug metabolism from PubChem BioAssay. Regression/Classification. Given a drug SMILES string, predict its absorption, distribution, metabolism, or excretion properties. Task type varies by dataset: regression for continuous measurements (e.g., permeability, clearance, half-life) or binary classification for categorical outcomes (e.g., BBB penetration, CYP inhibition). Dataset: cyp3a4_veith. The drug is CS(=O)(=O)N1CCC2(CCCN(C(c3ccccc3)c3ccccc3)C2)CC1. The result is 1 (inhibitor).